Dataset: Forward reaction prediction with 1.9M reactions from USPTO patents (1976-2016). Task: Predict the product of the given reaction. (1) Given the reactants [CH2:1]([C@@H:8]1[CH2:10][C@H:9]1/[CH:11]=[CH:12]/[C:13]([OH:15])=O)[C:2]1[CH:7]=[CH:6][CH:5]=[CH:4][CH:3]=1.[O:16]1[CH2:20][CH2:19][CH2:18][CH:17]1[CH2:21][NH2:22].O1CCC[CH2:24]1.Cl.C(N=C=NCCCN(C)C)C, predict the reaction product. The product is: [O:16]1[CH2:20][CH2:19][CH2:18][CH2:24][CH:17]1[CH2:21][NH:22][C:13](=[O:15])/[CH:12]=[CH:11]/[C@@H:9]1[CH2:10][C@H:8]1[CH2:1][C:2]1[CH:3]=[CH:4][CH:5]=[CH:6][CH:7]=1. (2) Given the reactants [Cl:1][C:2]1[C:10]([O:11][CH2:12][CH2:13][O:14][CH2:15][CH2:16][O:17][CH3:18])=[CH:9][C:5]([C:6]([OH:8])=O)=[CH:4][N:3]=1.[C:19]1([S:29]([NH2:32])(=[O:31])=[O:30])[C:20]([S:25]([NH2:28])(=[O:27])=[O:26])=[CH:21][CH:22]=[CH:23][CH:24]=1, predict the reaction product. The product is: [Cl:1][C:2]1[C:10]([O:11][CH2:12][CH2:13][O:14][CH2:15][CH2:16][O:17][CH3:18])=[CH:9][C:5]([C:6]([NH:32][S:29]([C:19]2[CH:24]=[CH:23][CH:22]=[CH:21][C:20]=2[S:25](=[O:27])(=[O:26])[NH2:28])(=[O:31])=[O:30])=[O:8])=[CH:4][N:3]=1. (3) Given the reactants [CH:1]1([N:7]2[C:12](=[O:13])[C:11]([C:14]([NH:16][CH2:17][C:18]([OH:20])=[O:19])=[O:15])=[C:10]([OH:21])[N:9]([CH:22]3[CH2:27][CH2:26][CH2:25][NH:24][CH2:23]3)[C:8]2=[O:28])[CH2:6][CH2:5][CH2:4][CH2:3][CH2:2]1.[C:29](O)(=[O:31])[CH3:30], predict the reaction product. The product is: [C:29]([N:24]1[CH2:25][CH2:26][CH2:27][CH:22]([N:9]2[C:10]([OH:21])=[C:11]([C:14]([NH:16][CH2:17][C:18]([OH:20])=[O:19])=[O:15])[C:12](=[O:13])[N:7]([CH:1]3[CH2:6][CH2:5][CH2:4][CH2:3][CH2:2]3)[C:8]2=[O:28])[CH2:23]1)(=[O:31])[CH3:30]. (4) Given the reactants [CH:1]1([C:7]2[C:8]3[CH:9]=[CH:10][C:11]([C:36]([O:38][CH3:39])=[O:37])=[CH:12][C:13]=3[N:14]3[C:21]=2[C:20]2[CH:22]=[CH:23][CH:24]=[CH:25][C:19]=2[O:18][CH2:17][CH:16]([CH2:26][CH2:27][C:28](=O)[N:29]2[CH2:34][CH2:33][NH:32][CH2:31][CH2:30]2)[CH2:15]3)[CH2:6][CH2:5][CH2:4][CH2:3][CH2:2]1, predict the reaction product. The product is: [CH:1]1([C:7]2[C:8]3[CH:9]=[CH:10][C:11]([C:36]([O:38][CH3:39])=[O:37])=[CH:12][C:13]=3[N:14]3[C:21]=2[C:20]2[CH:22]=[CH:23][CH:24]=[CH:25][C:19]=2[O:18][CH2:17][CH:16]([CH2:26][CH2:27][CH2:28][N:29]2[CH2:34][CH2:33][NH:32][CH2:31][CH2:30]2)[CH2:15]3)[CH2:6][CH2:5][CH2:4][CH2:3][CH2:2]1. (5) The product is: [CH3:11][C:12]1([CH3:37])[CH2:21][CH2:20][C:19]([CH3:22])([CH3:23])[C:18]2[CH:17]=[C:16]([Se:24][CH2:25][CH2:26][C:27]3[CH:36]=[CH:35][C:30]([CH2:31][OH:32])=[CH:29][CH:28]=3)[CH:15]=[CH:14][C:13]1=2. Given the reactants [H-].C([Al+]CC(C)C)C(C)C.[CH3:11][C:12]1([CH3:37])[CH2:21][CH2:20][C:19]([CH3:23])([CH3:22])[C:18]2[CH:17]=[C:16]([Se:24][C:25]#[C:26][C:27]3[CH:36]=[CH:35][C:30]([C:31](OC)=[O:32])=[CH:29][CH:28]=3)[CH:15]=[CH:14][C:13]1=2.C(C(C(C([O-])=O)O)O)([O-])=O.[Na+].[K+], predict the reaction product. (6) The product is: [CH3:18][O:15][C@@H:10]([CH2:11][CH2:12][CH:13]=[CH2:14])[CH2:9][O:8][CH2:1][C:2]1[CH:7]=[CH:6][CH:5]=[CH:4][CH:3]=1. Given the reactants [CH2:1]([O:8][CH2:9][C@@H:10]([OH:15])[CH2:11][CH2:12][CH:13]=[CH2:14])[C:2]1[CH:7]=[CH:6][CH:5]=[CH:4][CH:3]=1.[H-].[Na+].[CH3:18]I, predict the reaction product. (7) Given the reactants [CH2:1]([O:8][C:9]1[CH:14]=[CH:13][C:12]([Br:15])=[CH:11][C:10]=1[CH:16]([CH:18](C(OC)=O)[C:19]([O:21][CH3:22])=[O:20])[CH3:17])[C:2]1[CH:7]=[CH:6][CH:5]=[CH:4][CH:3]=1.[Cl-].[Li+].O, predict the reaction product. The product is: [CH2:1]([O:8][C:9]1[CH:14]=[CH:13][C:12]([Br:15])=[CH:11][C:10]=1[CH:16]([CH3:17])[CH2:18][C:19]([O:21][CH3:22])=[O:20])[C:2]1[CH:3]=[CH:4][CH:5]=[CH:6][CH:7]=1.